This data is from Forward reaction prediction with 1.9M reactions from USPTO patents (1976-2016). The task is: Predict the product of the given reaction. (1) Given the reactants [CH2:1](P(=O)(OCC)OCC)[C:2]1[CH:7]=[CH:6][CH:5]=[CH:4][CH:3]=1.[C:16]1([S:22]([C:25]([CH3:37])([CH3:36])[CH2:26][CH2:27][CH2:28][N:29]2[CH2:34][CH2:33][CH2:32][C:31](=O)[CH2:30]2)(=[O:24])=[O:23])[CH:21]=[CH:20][CH:19]=[CH:18][CH:17]=1.[H-].[Na+], predict the reaction product. The product is: [C:16]1([S:22]([C:25]([CH3:37])([CH3:36])[CH2:26][CH2:27][CH2:28][N:29]2[CH2:30][CH2:31][CH2:32]/[C:33](=[CH:1]/[C:2]3[CH:3]=[CH:4][CH:5]=[CH:6][CH:7]=3)/[CH2:34]2)(=[O:24])=[O:23])[CH:17]=[CH:18][CH:19]=[CH:20][CH:21]=1. (2) Given the reactants F[C:2]1[C:3](/[C:12](/I)=[CH:13]/[C:14](=O)[C:15]2[NH:16][CH:17]=[CH:18][CH:19]=2)=[C:4]2[C:8](=[CH:9][CH:10]=1)[NH:7][C:6](=[O:11])[CH2:5]2.[H-].[Na+], predict the reaction product. The product is: [NH:16]1[CH:17]=[CH:18][CH:19]=[C:15]1[C:14]1[C:5]2[C:6](=[O:11])[NH:7][C:8]3=[CH:9][CH:10]=[CH:2][C:3]([C:4]=23)=[CH:12][CH:13]=1. (3) Given the reactants [CH3:1][O:2][C:3]1[CH:4]=[C:5]([CH:11]=[CH:12][C:13]=1[O:14][CH2:15][C:16]1[N:17]=[C:18]([CH2:21][C:22]2[CH:27]=[CH:26][C:25]([NH2:28])=[CH:24][CH:23]=2)[S:19][CH:20]=1)[C:6]([O:8][CH2:9][CH3:10])=[O:7].C(N(CC)CC)C.[C:36]1([CH3:45])[C:37]([N:42]=[C:43]=[O:44])=[CH:38][CH:39]=[CH:40][CH:41]=1, predict the reaction product. The product is: [CH3:1][O:2][C:3]1[CH:4]=[C:5]([CH:11]=[CH:12][C:13]=1[O:14][CH2:15][C:16]1[N:17]=[C:18]([CH2:21][C:22]2[CH:23]=[CH:24][C:25]([NH:28][C:43]([NH:42][C:37]3[CH:38]=[CH:39][CH:40]=[CH:41][C:36]=3[CH3:45])=[O:44])=[CH:26][CH:27]=2)[S:19][CH:20]=1)[C:6]([O:8][CH2:9][CH3:10])=[O:7]. (4) Given the reactants CCN(CC)CC.[C:16](O[C:16]([O:18][C:19]([CH3:22])([CH3:21])[CH3:20])=[O:17])([O:18][C:19]([CH3:22])([CH3:21])[CH3:20])=[O:17].[NH2:23][CH:24]([CH2:28][C:29]1[CH:34]=[CH:33][C:32]([OH:35])=[CH:31][C:30]=1[F:36])[C:25]([OH:27])=[O:26], predict the reaction product. The product is: [C:19]([O:18][C:16]([NH:23][CH:24]([CH2:28][C:29]1[CH:34]=[CH:33][C:32]([OH:35])=[CH:31][C:30]=1[F:36])[C:25]([OH:27])=[O:26])=[O:17])([CH3:20])([CH3:21])[CH3:22]. (5) The product is: [Cl:20][C:10]1[CH:9]=[C:8]([C:5]2[CH:6]=[CH:7][C:2]([F:1])=[CH:3][CH:4]=2)[N:13]=[C:12]2[CH:14]=[CH:15][S:16][C:11]=12. Given the reactants [F:1][C:2]1[CH:7]=[CH:6][C:5]([C:8]2[N:13]=[C:12]3[CH:14]=[CH:15][S:16][C:11]3=[C:10](O)[CH:9]=2)=[CH:4][CH:3]=1.P(Cl)(Cl)([Cl:20])=O, predict the reaction product. (6) Given the reactants [CH2:1]([N:8]1[CH2:13][CH2:12][C:11](F)([C:14]2[CH:19]=[CH:18][CH:17]=[CH:16][CH:15]=2)[CH2:10][CH2:9]1)[C:2]1[CH:7]=[CH:6][CH:5]=[CH:4][CH:3]=1.ClC([O:24]C(Cl)=O)C.CO, predict the reaction product. The product is: [CH2:1]([N:8]1[CH2:13][CH2:12][C:11]([C:14]2[CH:19]=[CH:18][CH:17]=[CH:16][CH:15]=2)([OH:24])[CH2:10][CH2:9]1)[C:2]1[CH:7]=[CH:6][CH:5]=[CH:4][CH:3]=1. (7) The product is: [N:17]1([C:21]([C:23]2[CH:24]=[C:25]([Cl:30])[C:26]([O:1][C:2]3[CH:3]=[C:4]([CH:9]=[C:10]([O:12][C@@H:13]([CH3:16])[CH2:14][OH:15])[CH:11]=3)[C:5]([O:7][CH3:8])=[O:6])=[N:27][CH:28]=2)=[O:22])[CH2:20][CH2:19][CH2:18]1. Given the reactants [OH:1][C:2]1[CH:3]=[C:4]([CH:9]=[C:10]([O:12][C@@H:13]([CH3:16])[CH2:14][OH:15])[CH:11]=1)[C:5]([O:7][CH3:8])=[O:6].[N:17]1([C:21]([C:23]2[CH:24]=[C:25]([Cl:30])[C:26](Cl)=[N:27][CH:28]=2)=[O:22])[CH2:20][CH2:19][CH2:18]1.C(=O)([O-])[O-].[K+].[K+], predict the reaction product.